Task: Predict the reactants needed to synthesize the given product.. Dataset: Full USPTO retrosynthesis dataset with 1.9M reactions from patents (1976-2016) (1) Given the product [Br:22][C:23]1[CH:24]=[C:25]([CH:26]=[CH:27][CH:28]=1)[CH2:29][N:11]([CH2:12][CH2:13][NH:14][CH3:31])[CH2:10][CH2:9][NH:8][C:15]([O:17][C:18]([CH3:19])([CH3:20])[CH3:21])=[O:16], predict the reactants needed to synthesize it. The reactants are: C([N:8]([C:15]([O:17][C:18]([CH3:21])([CH3:20])[CH3:19])=[O:16])[CH2:9][CH2:10][NH:11][CH2:12][CH2:13][NH2:14])(OC(C)(C)C)=O.[Br:22][C:23]1[CH:28]=[CH:27][CH:26]=[C:25]([CH2:29]Br)[CH:24]=1.[C:31](=O)([O-])[O-].[K+].[K+].O. (2) Given the product [NH2:7][C:8]1[S:9][CH2:10][C@@H:11]2[C@@H:16]([C:17]([F:18])([F:20])[F:19])[O:15][CH2:14][C@:12]2([C:21]2[CH:26]=[C:25]([NH:27][C:38]([C:35]3[CH:34]=[N:33][C:32]([CH3:31])=[CH:37][N:36]=3)=[O:39])[CH:24]=[C:23]([F:28])[C:22]=2[F:29])[N:13]=1, predict the reactants needed to synthesize it. The reactants are: C(OC(=O)[NH:7][C:8]1[S:9][CH2:10][C@@H:11]2[C@@H:16]([C:17]([F:20])([F:19])[F:18])[O:15][CH2:14][C@:12]2([C:21]2[CH:26]=[C:25]([NH2:27])[CH:24]=[C:23]([F:28])[C:22]=2[F:29])[N:13]=1)(C)(C)C.[CH3:31][C:32]1[N:33]=[CH:34][C:35]([C:38](O)=[O:39])=[N:36][CH:37]=1. (3) Given the product [Cl:30][C:27]1[CH:28]=[CH:29][C:24]([NH:23][C:21](=[O:22])[NH:20][C:17]2[CH:18]=[CH:19][C:14]([N:9]3[CH:8]=[N:7][C:6]4[C:10]3=[N:11][CH:12]=[N:13][C:5]=4[C:3]([OH:4])=[O:2])=[CH:15][CH:16]=2)=[CH:25][C:26]=1[C:31]([F:34])([F:32])[F:33], predict the reactants needed to synthesize it. The reactants are: C[O:2][C:3]([C:5]1[N:13]=[CH:12][N:11]=[C:10]2[C:6]=1[N:7]=[CH:8][N:9]2[C:14]1[CH:19]=[CH:18][C:17]([NH:20][C:21]([NH:23][C:24]2[CH:29]=[CH:28][C:27]([Cl:30])=[C:26]([C:31]([F:34])([F:33])[F:32])[CH:25]=2)=[O:22])=[CH:16][CH:15]=1)=[O:4].[OH-].[Na+].Cl.